Dataset: Forward reaction prediction with 1.9M reactions from USPTO patents (1976-2016). Task: Predict the product of the given reaction. (1) Given the reactants [Br:1][C:2]1[CH:15]=[CH:14][C:13]2[C:12](=[O:16])[C:11]3[C:6](=[CH:7][CH:8]=[CH:9][CH:10]=3)[C:5](=[O:17])[C:4]=2[CH:3]=1.[C:18]1([Li])[CH:23]=[CH:22][CH:21]=[CH:20][CH:19]=1, predict the reaction product. The product is: [Br:1][C:2]1[CH:15]=[CH:14][C:13]2[C:12]([C:18]3[CH:23]=[CH:22][CH:21]=[CH:20][CH:19]=3)([OH:16])[C:11]3[C:6](=[CH:7][CH:8]=[CH:9][CH:10]=3)[C:5]([C:2]3[CH:15]=[CH:14][CH:13]=[CH:4][CH:3]=3)([OH:17])[C:4]=2[CH:3]=1. (2) Given the reactants C[O:2][C:3](=[O:23])[C:4]1[CH:9]=[CH:8][CH:7]=[CH:6][C:5]=1[NH:10][C:11]([O:13][CH2:14]/[CH:15]=[CH:16]/[C:17]1[CH:22]=[CH:21][CH:20]=[CH:19][CH:18]=1)=[O:12].[Li+].[OH-].CCOC(C)=O, predict the reaction product. The product is: [C:17]1(/[CH:16]=[CH:15]/[CH2:14][O:13][C:11]([NH:10][C:5]2[CH:6]=[CH:7][CH:8]=[CH:9][C:4]=2[C:3]([OH:23])=[O:2])=[O:12])[CH:22]=[CH:21][CH:20]=[CH:19][CH:18]=1. (3) The product is: [Cl-:70].[CH3:28][O:27][C:10]1[CH:11]=[CH:12][C:13]2[C:8]([CH:9]=1)=[N+:7]([CH3:29])[C:6]1[C:15]3=[C:2]([C:26]4[CH:25]=[CH:24][C:19]([C:20]([O:22][CH3:23])=[O:21])=[CH:18][C:17]=4[S:16][C:14]=23)[CH:3]=[CH:4][CH:5]=1. Given the reactants Br[C:2]1[C:15]2[C:6](=[N:7][C:8]3[C:13]([C:14]=2[S:16][C:17]2[CH:18]=[C:19]([CH:24]=[CH:25][CH:26]=2)[C:20]([O:22][CH3:23])=[O:21])=[CH:12][CH:11]=[C:10]([O:27][CH3:28])[CH:9]=3)[CH:5]=[CH:4][CH:3]=1.[CH2:29]1CCN2C(=NCCC2)CC1.C1(P(C2C=CC=CC=2)C2C=CC=CC=2C2C=CC=CC=2N(C)C)C=CC=CC=1.CI.[ClH:70], predict the reaction product. (4) Given the reactants [C:1]1([Mg]Br)[CH:6]=[CH:5][CH:4]=[CH:3][CH:2]=1.[C:9]1([C:15]2[C:24]3[CH:23]=[CH:22][CH:21]=[CH:20][C:19]=3[N:18]=[C:17]3[C:25]4[CH:26]=[CH:27][CH2:28][CH2:29][C:30]=4[C:31](=[O:32])[C:16]=23)[CH:14]=[CH:13][CH:12]=[CH:11][CH:10]=1, predict the reaction product. The product is: [C:9]1([C:15]2[C:24]3[CH:23]=[CH:22][CH:21]=[CH:20][C:19]=3[N:18]=[C:17]3[C:25]4[C:30]([C:31]([C:1]5[CH:6]=[CH:5][CH:4]=[CH:3][CH:2]=5)([OH:32])[C:16]=23)=[CH:29][CH:28]=[CH:27][CH:26]=4)[CH:10]=[CH:11][CH:12]=[CH:13][CH:14]=1. (5) Given the reactants [CH3:1][C:2]1([CH3:26])[C:6]([CH3:8])([CH3:7])[O:5][B:4]([C:9]2[NH:25][C:12]3=[N:13][CH:14]=[C:15]([NH:17]C(=O)OC(C)(C)C)[CH:16]=[C:11]3[CH:10]=2)[O:3]1.Cl, predict the reaction product. The product is: [CH3:7][C:6]1([CH3:8])[C:2]([CH3:1])([CH3:26])[O:3][B:4]([C:9]2[NH:25][C:12]3=[N:13][CH:14]=[C:15]([NH2:17])[CH:16]=[C:11]3[CH:10]=2)[O:5]1. (6) Given the reactants [NH2:1][C:2]1[C:3]([I:26])=[C:4]([C:18]([NH:20][CH2:21][CH:22]([OH:25])[CH2:23][OH:24])=[O:19])[C:5]([I:17])=[C:6]([C:15]=1[I:16])[C:7]([NH:9][CH2:10][CH:11]([OH:14])[CH2:12][OH:13])=[O:8].C(O[C:31](=[O:33])[CH3:32])(=O)C, predict the reaction product. The product is: [NH2:1][C:2]1[C:15]([I:16])=[C:6]([C:7]([NH:9][CH2:10][CH:11]([O:14][C:31](=[O:33])[CH3:32])[CH2:12][O:13][C:18](=[O:19])[CH3:4])=[O:8])[C:5]([I:17])=[C:4]([C:3]=1[I:26])[C:18]([NH:20][CH2:21][CH:22]([O:25][C:12](=[O:13])[CH3:11])[CH2:23][O:24][C:7](=[O:8])[CH3:6])=[O:19]. (7) Given the reactants C[OH:2].C(O[C:11]1[C:12]([CH3:30])=[C:13]([CH3:29])[C:14]([NH:18][C:19](=[O:28])[CH2:20][O:21][C:22]2[CH:27]=[CH:26][CH:25]=[CH:24][CH:23]=2)=[N:15][C:16]=1[CH3:17])C1C=CC=CC=1, predict the reaction product. The product is: [OH:2][C:12]1([CH3:30])[CH:11]=[C:16]([CH3:17])[N:15]=[C:14]([NH:18][C:19](=[O:28])[CH2:20][O:21][C:22]2[CH:27]=[CH:26][CH:25]=[CH:24][CH:23]=2)[CH:13]1[CH3:29]. (8) The product is: [F:36][C:19]1[C:18]([OH:17])=[CH:23][CH:22]=[C:21]([F:24])[C:20]=1[C:25]([C:27]1[C:35]2[C:30](=[N:31][CH:32]=[CH:33][CH:34]=2)[NH:29][CH:28]=1)=[O:26]. Given the reactants N1C2C(=CC=CN=2)C=C1.C([O:17][C:18]1[C:19]([F:36])=[C:20]([C:25]([C:27]2[C:35]3[C:30](=[N:31][CH:32]=[CH:33][CH:34]=3)[NH:29][CH:28]=2)=[O:26])[C:21]([F:24])=[CH:22][CH:23]=1)C1C=CC=CC=1, predict the reaction product. (9) Given the reactants C([Li])=C.[Li]C[CH2:6][CH2:7][CH3:8].C([Sn](C=C)(C=C)C=C)=C.[Cl:18][C:19]1[CH:24]=[C:23]([Cl:25])[N:22]=C[N:20]=1.C(C1C(=O)C(Cl)=C(Cl)C(=O)C=1C#N)#N, predict the reaction product. The product is: [CH:7]([C:6]1[N:20]=[C:19]([Cl:18])[CH:24]=[C:23]([Cl:25])[N:22]=1)=[CH2:8]. (10) Given the reactants [F:1][C:2]1[CH:13]=[C:12]([F:14])[CH:11]=[CH:10][C:3]=1[O:4]C(OCC)=O.[N+:15]([O-])([OH:17])=[O:16].C(=O)(O)[O-].[Na+], predict the reaction product. The product is: [F:1][C:2]1[CH:13]=[C:12]([F:14])[C:11]([N+:15]([O-:17])=[O:16])=[CH:10][C:3]=1[OH:4].